From a dataset of Full USPTO retrosynthesis dataset with 1.9M reactions from patents (1976-2016). Predict the reactants needed to synthesize the given product. (1) Given the product [CH3:12][N:11]([CH3:10])[CH:13]=[C:7]([C:5]1[O:4][N:3]=[C:2]([CH3:1])[CH:6]=1)[C:8]#[N:9], predict the reactants needed to synthesize it. The reactants are: [CH3:1][C:2]1[CH:6]=[C:5]([CH2:7][C:8]#[N:9])[O:4][N:3]=1.[CH3:10][N:11]([CH:13](OC)OC)[CH3:12]. (2) Given the product [CH2:22]([O:24][C:25]1[CH:26]=[C:27]([C:33]([C:35]2[CH:40]=[CH:39][C:38]([O:41][CH3:42])=[C:37]([F:43])[CH:36]=2)=[CH:9][C:10]#[N:11])[CH:28]=[CH:29][C:30]=1[O:31][CH3:32])[CH3:23], predict the reactants needed to synthesize it. The reactants are: C(OP([CH2:9][C:10]#[N:11])(=O)OCC)C.C[Si]([N-][Si](C)(C)C)(C)C.[Li+].[CH2:22]([O:24][C:25]1[CH:26]=[C:27]([C:33]([C:35]2[CH:40]=[CH:39][C:38]([O:41][CH3:42])=[C:37]([F:43])[CH:36]=2)=O)[CH:28]=[CH:29][C:30]=1[O:31][CH3:32])[CH3:23]. (3) Given the product [F:1][C:2]1[CH:3]=[CH:4][C:5]([C:8]2[C:12]([C:13]3[CH:18]=[CH:17][N:16]=[C:15]([C:24]([O:28][CH3:29])=[O:23])[CH:14]=3)=[CH:11][NH:10][N:9]=2)=[CH:6][CH:7]=1, predict the reactants needed to synthesize it. The reactants are: [F:1][C:2]1[CH:7]=[CH:6][C:5]([C:8]2[C:12]([C:13]3[CH:18]=[CH:17][N:16]=[C:15](C(N)=O)[CH:14]=3)=[CH:11][NH:10][N:9]=2)=[CH:4][CH:3]=1.C[O:23][CH:24]([O:28][CH3:29])N(C)C. (4) The reactants are: [CH3:1][C:2]([C:7]1[CH:27]=[CH:26][C:10]([C:11]([NH:13][CH2:14][CH2:15][C:16]2[CH:21]=[CH:20][CH:19]=[C:18]([C:22]([F:25])([F:24])[F:23])[CH:17]=2)=O)=[CH:9][CH:8]=1)([CH3:6])[CH2:3][CH2:4][CH3:5].Cl.[OH-].[Na+]. Given the product [CH3:6][C:2]([C:7]1[CH:27]=[CH:26][C:10]([CH2:11][NH:13][CH2:14][CH2:15][C:16]2[CH:21]=[CH:20][CH:19]=[C:18]([C:22]([F:24])([F:25])[F:23])[CH:17]=2)=[CH:9][CH:8]=1)([CH3:1])[CH2:3][CH2:4][CH3:5], predict the reactants needed to synthesize it.